From a dataset of Full USPTO retrosynthesis dataset with 1.9M reactions from patents (1976-2016). Predict the reactants needed to synthesize the given product. (1) Given the product [CH2:1]([N:3]1[C:7]2[N:8]=[C:9]([C:18]3[CH:19]=[CH:20][C:21]([NH:24][C:25]([NH:27][C:28]4[CH:36]=[CH:35][C:31]([C:32]([N:46]5[CH2:47][CH2:48][CH:43]([N:40]6[CH2:41][CH2:42][O:37][CH2:38][CH2:39]6)[CH2:44][CH2:45]5)=[O:33])=[CH:30][CH:29]=4)=[O:26])=[CH:22][CH:23]=3)[N:10]=[C:11]([N:12]3[CH2:13][CH2:14][O:15][CH2:16][CH2:17]3)[C:6]=2[N:5]=[N:4]1)[CH3:2], predict the reactants needed to synthesize it. The reactants are: [CH2:1]([N:3]1[C:7]2[N:8]=[C:9]([C:18]3[CH:23]=[CH:22][C:21]([NH:24][C:25]([NH:27][C:28]4[CH:36]=[CH:35][C:31]([C:32](O)=[O:33])=[CH:30][CH:29]=4)=[O:26])=[CH:20][CH:19]=3)[N:10]=[C:11]([N:12]3[CH2:17][CH2:16][O:15][CH2:14][CH2:13]3)[C:6]=2[N:5]=[N:4]1)[CH3:2].[O:37]1[CH2:42][CH2:41][N:40]([CH:43]2[CH2:48][CH2:47][NH:46][CH2:45][CH2:44]2)[CH2:39][CH2:38]1.CCN(CC)CC.C1C=CC2N(O)N=NC=2C=1.CCN=C=NCCCN(C)C. (2) Given the product [F:16][C:15]1[CH:14]=[C:13]([C:17]([OH:20])([CH3:18])[CH3:19])[CH:12]=[C:11]([F:21])[C:10]=1[C:4]1[S:3][C:2]([NH:1][C:23]2[CH:30]=[CH:29][C:26]([CH:27]=[O:28])=[CH:25][CH:24]=2)=[C:6]([C:7]([NH2:9])=[O:8])[CH:5]=1, predict the reactants needed to synthesize it. The reactants are: [NH2:1][C:2]1[S:3][C:4]([C:10]2[C:15]([F:16])=[CH:14][C:13]([C:17]([OH:20])([CH3:19])[CH3:18])=[CH:12][C:11]=2[F:21])=[CH:5][C:6]=1[C:7]([NH2:9])=[O:8].Br[C:23]1[CH:30]=[CH:29][C:26]([CH:27]=[O:28])=[CH:25][CH:24]=1.C1(P(C2CCCCC2)C2C=CC=CC=2C2C(C(C)C)=CC(C(C)C)=CC=2C(C)C)CCCCC1.C(=O)([O-])[O-].[K+].[K+]. (3) Given the product [Br:1][C:2]1[CH:3]=[C:4]([F:14])[C:5]([CH:8]=[O:9])=[N:6][CH:7]=1, predict the reactants needed to synthesize it. The reactants are: [Br:1][C:2]1[CH:3]=[C:4]([F:14])[C:5]([C:8](N(OC)C)=[O:9])=[N:6][CH:7]=1.[H-].C([Al+]CC(C)C)C(C)C. (4) Given the product [CH:45]([OH:47])=[O:46].[F:50][CH2:49][CH2:48][O:47][C:45](=[O:46])[NH:1][C:2]1[CH:3]=[CH:4][C:5]([C:8]2[NH:12][C:11]([C@H:13]3[N:21]4[C:16](=[CH:17][C:18]([C:23]5[CH:28]=[C:27]([Cl:29])[CH:26]=[CH:25][C:24]=5[N:30]5[CH:34]=[N:33][N:32]=[N:31]5)=[CH:19][C:20]4=[O:22])[CH2:15][CH2:14]3)=[N:10][CH:9]=2)=[CH:6][CH:7]=1, predict the reactants needed to synthesize it. The reactants are: [NH2:1][C:2]1[CH:7]=[CH:6][C:5]([C:8]2[NH:12][C:11]([C@H:13]3[N:21]4[C:16](=[CH:17][C:18]([C:23]5[CH:28]=[C:27]([Cl:29])[CH:26]=[CH:25][C:24]=5[N:30]5[CH:34]=[N:33][N:32]=[N:31]5)=[CH:19][C:20]4=[O:22])[CH2:15][CH2:14]3)=[N:10][CH:9]=2)=[CH:4][CH:3]=1.C(N(CC)C(C)C)(C)C.Cl[C:45]([O:47][CH2:48][CH2:49][F:50])=[O:46]. (5) Given the product [C:44]([C:41]1([NH:40][C:13](=[O:15])[C@@H:12]([NH:11][C@@H:3]([C:4]2[CH:9]=[CH:8][C:7]([F:10])=[CH:6][CH:5]=2)[C:2]([F:1])([F:37])[F:38])[CH2:16][S:17][C:18]([C:19]2[CH:20]=[CH:21][CH:22]=[CH:23][CH:24]=2)([C:31]2[CH:32]=[CH:33][CH:34]=[CH:35][CH:36]=2)[C:25]2[CH:30]=[CH:29][CH:28]=[CH:27][CH:26]=2)[CH2:43][CH2:42]1)#[N:45], predict the reactants needed to synthesize it. The reactants are: [F:1][C:2]([F:38])([F:37])[C@@H:3]([NH:11][C@@H:12]([CH2:16][S:17][C:18]([C:31]1[CH:36]=[CH:35][CH:34]=[CH:33][CH:32]=1)([C:25]1[CH:30]=[CH:29][CH:28]=[CH:27][CH:26]=1)[C:19]1[CH:24]=[CH:23][CH:22]=[CH:21][CH:20]=1)[C:13]([OH:15])=O)[C:4]1[CH:9]=[CH:8][C:7]([F:10])=[CH:6][CH:5]=1.Cl.[NH2:40][C:41]1([C:44]#[N:45])[CH2:43][CH2:42]1.CCN(C(C)C)C(C)C.CN(C(ON1N=NC2C=CC=NC1=2)=[N+](C)C)C.F[P-](F)(F)(F)(F)F.